This data is from Peptide-MHC class II binding affinity with 134,281 pairs from IEDB. The task is: Regression. Given a peptide amino acid sequence and an MHC pseudo amino acid sequence, predict their binding affinity value. This is MHC class II binding data. (1) The peptide sequence is YEDAKSPLTASKLTY. The MHC is DRB3_0101 with pseudo-sequence DRB3_0101. The binding affinity (normalized) is 0. (2) The peptide sequence is TAAATAPADDKFTVF. The MHC is HLA-DPA10201-DPB10501 with pseudo-sequence HLA-DPA10201-DPB10501. The binding affinity (normalized) is 0.151. (3) The peptide sequence is PSFAGLRPTFDTRLM. The MHC is DRB4_0101 with pseudo-sequence DRB4_0103. The binding affinity (normalized) is 0.101. (4) The peptide sequence is GEMQIVDKIDAAFKI. The MHC is DRB1_0701 with pseudo-sequence DRB1_0701. The binding affinity (normalized) is 0.600. (5) The peptide sequence is IRRGARKVFLEIKKG. The MHC is DRB1_0101 with pseudo-sequence DRB1_0101. The binding affinity (normalized) is 0.470.